Task: Predict the reaction yield, written as a fraction of the theoretical maximum amount of product (1.0 means a 100% yield; for example, 0.34 means a 34% yield).. Dataset: Reaction yield outcomes from USPTO patents with 853,638 reactions (1) The reactants are [F:1][C:2]1[CH:3]=[C:4]([CH:39]=[C:40]([F:42])[CH:41]=1)[C:5]([C:7]1[CH:8]=[C:9]2[C:13](=[CH:14][CH:15]=1)[NH:12][N:11]=[C:10]2[NH:16][C:17](=[O:38])[C:18]1[CH:23]=[CH:22][C:21]([N:24]2[CH2:29][CH2:28][N:27]([CH3:30])[CH2:26][CH2:25]2)=[CH:20][C:19]=1[NH:31][CH:32]1[CH2:37][CH2:36][O:35][CH2:34][CH2:33]1)=[O:6].[BH4-].[Na+]. The catalyst is C(O)(C)C. The product is [F:1][C:2]1[CH:3]=[C:4]([CH:5]([OH:6])[C:7]2[CH:8]=[C:9]3[C:13](=[CH:14][CH:15]=2)[NH:12][N:11]=[C:10]3[NH:16][C:17](=[O:38])[C:18]2[CH:23]=[CH:22][C:21]([N:24]3[CH2:29][CH2:28][N:27]([CH3:30])[CH2:26][CH2:25]3)=[CH:20][C:19]=2[NH:31][CH:32]2[CH2:37][CH2:36][O:35][CH2:34][CH2:33]2)[CH:39]=[C:40]([F:42])[CH:41]=1. The yield is 0.450. (2) The reactants are [CH:1]1([C:4]2[N:8]([CH2:9][C:10]3[CH:15]=[CH:14][C:13]([C:16]4[CH:21]=[CH:20][CH:19]=[CH:18][C:17]=4[C:22]4[NH:26][C:25](=[O:27])[O:24][N:23]=4)=[CH:12][CH:11]=3)[C:7]3[C:28]([C:32]([OH:34])=[O:33])=[CH:29][CH:30]=[CH:31][C:6]=3[N:5]=2)[CH2:3][CH2:2]1.O[CH2:36][C:37]1[O:38][C:39](=[O:43])[O:40][C:41]=1[CH3:42].C1(C)C=CC(S(Cl)(=O)=O)=CC=1.C(=O)([O-])[O-].[K+].[K+].Cl. The catalyst is CN(C)C(=O)C.CN(C)C1C=CN=CC=1.CC(C)=O.O. The product is [CH:1]1([C:4]2[N:8]([CH2:9][C:10]3[CH:11]=[CH:12][C:13]([C:16]4[CH:21]=[CH:20][CH:19]=[CH:18][C:17]=4[C:22]4[NH:26][C:25](=[O:27])[O:24][N:23]=4)=[CH:14][CH:15]=3)[C:7]3[C:28]([C:32]([O:34][CH2:36][C:37]4[O:38][C:39](=[O:43])[O:40][C:41]=4[CH3:42])=[O:33])=[CH:29][CH:30]=[CH:31][C:6]=3[N:5]=2)[CH2:2][CH2:3]1. The yield is 0.800. (3) The reactants are Br[CH2:2][C:3]1[CH:8]=[CH:7][C:6]([C:9]2[N:13]=[CH:12][O:11][N:10]=2)=[CH:5][C:4]=1[F:14].[Cl:15][C:16]1[CH:21]=[CH:20][C:19]([S:22]([NH:25][C@H:26]([CH2:30][CH2:31][C:32]([F:35])([F:34])[F:33])[C:27]([NH2:29])=[O:28])(=[O:24])=[O:23])=[CH:18][CH:17]=1.C(=O)([O-])[O-].[Cs+].[Cs+].NO.ClC1C=CC(S(N([C@H](CCC(F)(F)F)C(N)=O)CC2C=CC(C#N)=CC=2F)(=O)=O)=CC=1. The catalyst is [I-].C([N+](CCCC)(CCCC)CCCC)CCC.O.C(#N)C. The product is [Cl:15][C:16]1[CH:21]=[CH:20][C:19]([S:22]([N:25]([CH2:2][C:3]2[CH:8]=[CH:7][C:6]([C:9]3[N:13]=[CH:12][O:11][N:10]=3)=[CH:5][C:4]=2[F:14])[C@H:26]([CH2:30][CH2:31][C:32]([F:35])([F:33])[F:34])[C:27]([NH2:29])=[O:28])(=[O:24])=[O:23])=[CH:18][CH:17]=1. The yield is 0.638. (4) The reactants are Br[C:2]1[CH:7]=[CH:6][CH:5]=[C:4]([CH2:8][OH:9])[N:3]=1.[N:10]1[NH:11][N:12]=[CH:13][CH:14]=1.CN[C@@H]1CCCC[C@H]1NC.C(=O)([O-])[O-].[Cs+].[Cs+]. The catalyst is [Cu](I)I.CN(C)C=O. The product is [N:10]1[N:11]([C:2]2[N:3]=[C:4]([CH2:8][OH:9])[CH:5]=[CH:6][CH:7]=2)[N:12]=[CH:13][CH:14]=1. The yield is 0.250. (5) The yield is 0.390. The catalyst is CCO.O. The product is [CH:7]([C:6]1[CH:5]=[C:4]([CH2:3][O:2][CH3:1])[N:15]=[C:14]([NH2:16])[N:13]=1)([CH3:9])[CH3:8]. The reactants are [CH3:1][O:2][CH2:3][C:4](=O)[CH2:5][C:6](=O)[CH:7]([CH3:9])[CH3:8].Cl.[NH2:13][C:14]([NH2:16])=[NH:15].C([O-])([O-])=O.[Na+].[Na+]. (6) The reactants are [C:1]([O:5][C:6]([N:8]1[CH2:15][CH:14]2[NH:16][CH:10]([CH2:11][O:12][CH2:13]2)[CH2:9]1)=[O:7])([CH3:4])([CH3:3])[CH3:2].CCN(C(C)C)C(C)C.[CH3:26][O:27][C:28]([C:30]1[C@H:31]([C:43]2[CH:48]=[CH:47][C:46]([F:49])=[CH:45][C:44]=2[Cl:50])[N:32]=[C:33]([C:38]2[S:39][CH:40]=[CH:41][N:42]=2)[NH:34][C:35]=1[CH2:36]Br)=[O:29]. The catalyst is C(Cl)Cl. The product is [C:1]([O:5][C:6]([N:8]1[CH2:9][CH:10]2[N:16]([CH2:36][C:35]3[NH:34][C:33]([C:38]4[S:39][CH:40]=[CH:41][N:42]=4)=[N:32][C@@H:31]([C:43]4[CH:48]=[CH:47][C:46]([F:49])=[CH:45][C:44]=4[Cl:50])[C:30]=3[C:28]([O:27][CH3:26])=[O:29])[CH:14]([CH2:13][O:12][CH2:11]2)[CH2:15]1)=[O:7])([CH3:4])([CH3:2])[CH3:3]. The yield is 0.940. (7) The reactants are [SH:1][C:2]1[C:3]2[C:13](=[O:14])[N:12]([C:15]3[CH:20]=[CH:19][CH:18]=[CH:17][CH:16]=3)[C:11](=[O:21])[N:10]([C:22]3[CH:27]=[CH:26][CH:25]=[CH:24][CH:23]=3)[C:4]=2[N:5]([CH3:9])[C:6](=[O:8])[N:7]=1.[CH3:28]N(C)C=O.C(=O)([O-])[O-].[K+].[K+].CI. The catalyst is O. The product is [CH3:9][N:5]1[C:4]2[N:10]([C:22]3[CH:27]=[CH:26][CH:25]=[CH:24][CH:23]=3)[C:11](=[O:21])[N:12]([C:15]3[CH:20]=[CH:19][CH:18]=[CH:17][CH:16]=3)[C:13](=[O:14])[C:3]=2[C:2]([S:1][CH3:28])=[N:7][C:6]1=[O:8]. The yield is 0.890.